Dataset: Full USPTO retrosynthesis dataset with 1.9M reactions from patents (1976-2016). Task: Predict the reactants needed to synthesize the given product. (1) Given the product [CH3:23][O:22][C:19]1[CH:20]=[CH:21][C:13]([C:5](=[O:6])[C:4]2[CH:8]=[CH:9][CH:10]=[CH:11][C:3]=2[O:2][CH3:1])=[C:14]([CH:18]=1)[C:15]([OH:17])=[O:16], predict the reactants needed to synthesize it. The reactants are: [CH3:1][O:2][C:3]1[CH:11]=[CH:10][CH:9]=[CH:8][C:4]=1[C:5](Cl)=[O:6].Br[C:13]1[CH:21]=[CH:20][C:19]([O:22][CH3:23])=[CH:18][C:14]=1[C:15]([OH:17])=[O:16]. (2) Given the product [CH2:1]1[C:10]2[CH:5]([CH2:6][CH:7]=[CH:8][CH:9]=2)[CH2:4][CH2:3][NH:2]1, predict the reactants needed to synthesize it. The reactants are: [CH2:1]1[C:10]2[C:5](=[CH:6][CH:7]=[CH:8][CH:9]=2)[CH2:4][CH2:3][NH:2]1.CN.[Li].O. (3) Given the product [C:31]([C:15]1[CH:16]=[C:17]([NH:18][C:19]([C:21]2[C:30]3[C:25](=[CH:26][CH:27]=[CH:28][CH:29]=3)[CH:24]=[CH:23][N:22]=2)=[O:20])[N:13]([C:9]2[CH:8]=[C:7]([CH2:6][CH2:5][C:4]([OH:35])=[O:3])[CH:12]=[CH:11][CH:10]=2)[N:14]=1)([CH3:34])([CH3:32])[CH3:33], predict the reactants needed to synthesize it. The reactants are: C([O:3][C:4](=[O:35])[CH2:5][CH2:6][C:7]1[CH:12]=[CH:11][CH:10]=[C:9]([N:13]2[C:17]([NH:18][C:19]([C:21]3[C:30]4[C:25](=[CH:26][CH:27]=[CH:28][CH:29]=4)[CH:24]=[CH:23][N:22]=3)=[O:20])=[CH:16][C:15]([C:31]([CH3:34])([CH3:33])[CH3:32])=[N:14]2)[CH:8]=1)C.[Li+].[OH-]. (4) Given the product [CH2:15]([C:11]1([CH2:17][CH2:18][OH:19])[C:8]2[NH:9][C:10]3[C:6]([C:7]=2[CH2:14][CH2:13][O:12]1)=[CH:5][C:4]([CH:20]([CH3:22])[CH3:21])=[CH:3][C:2]=3[CH:52]=[CH:53][C:54]1[CH:59]=[CH:58][CH:57]=[CH:56][CH:55]=1)[CH3:16], predict the reactants needed to synthesize it. The reactants are: Br[C:2]1[CH:3]=[C:4]([CH:20]([CH3:22])[CH3:21])[CH:5]=[C:6]2[C:10]=1[NH:9][C:8]1[C:11]([CH2:17][CH2:18][OH:19])([CH2:15][CH3:16])[O:12][CH2:13][CH2:14][C:7]2=1.C(N(CC)CC)C.C1(C)C=CC=CC=1P(C1C=CC=CC=1C)C1C=CC=CC=1C.[CH2:52]=[CH:53][C:54]1[CH:59]=[CH:58][CH:57]=[CH:56][CH:55]=1. (5) Given the product [Cl:1][C:2]1[CH:3]=[CH:4][C:5]([C:8]2[C:12]([CH2:13][O:14][C:15]3[CH:23]=[CH:22][C:18]([C:19]([NH:31][C:29]4[CH:28]=[N:27][N:26]([CH3:25])[CH:30]=4)=[O:21])=[CH:17][N:16]=3)=[C:11]([CH3:24])[O:10][N:9]=2)=[CH:6][CH:7]=1, predict the reactants needed to synthesize it. The reactants are: [Cl:1][C:2]1[CH:7]=[CH:6][C:5]([C:8]2[C:12]([CH2:13][O:14][C:15]3[CH:23]=[CH:22][C:18]([C:19]([OH:21])=O)=[CH:17][N:16]=3)=[C:11]([CH3:24])[O:10][N:9]=2)=[CH:4][CH:3]=1.[CH3:25][N:26]1[CH:30]=[C:29]([NH2:31])[CH:28]=[N:27]1.O.ON1C2C=CC=CC=2N=N1.C(N(C(C)C)C(C)C)C. (6) Given the product [CH2:53]([O:52][C:50]([C:49]1[C:47]([CH:46]([F:45])[F:62])=[N:42][N:41]([C:37]([CH3:40])([CH3:39])[CH3:38])[C:55]=1[CH:56]([F:58])[F:57])=[O:51])[CH3:54], predict the reactants needed to synthesize it. The reactants are: B(F)(F)F.CCOCC.CN(C(F)(F)C(F)F)C.FC(F)C(=O)CC(OCC)=O.N1C=CC=CC=1.Cl.[C:37]([NH:41][NH2:42])([CH3:40])([CH3:39])[CH3:38].[OH-].[K+].[F:45][CH:46]([F:62])[C:47]([C:49](=[C:55](N(C)C)[CH:56]([F:58])[F:57])[C:50]([O:52][CH2:53][CH3:54])=[O:51])=O. (7) The reactants are: [Cl:1][C:2]1[C:11]2[C:6](=[CH:7][CH:8]=[CH:9][CH:10]=2)C(Cl)=NN=1.Cl[C:14]1C2CCCCC=2C(Cl)=N[N:15]=1. Given the product [C:11]1([CH2:2][CH2:14][NH2:15])[CH:6]=[CH:7][CH:8]=[CH:9][CH:10]=1.[ClH:1], predict the reactants needed to synthesize it. (8) Given the product [O:9]([C:6]1[CH:7]=[CH:8][C:2]([Br:1])=[C:3]2[C:5]=1[CH:19]=[CH:20][NH:4]2)[CH3:10], predict the reactants needed to synthesize it. The reactants are: [Br:1][C:2]1[CH:8]=[CH:7][C:6]([O:9][CH3:10])=[CH:5][C:3]=1[NH2:4].B(Cl)(Cl)Cl.C(Cl)Cl.Cl[CH2:19][C:20]#N.[Cl-].[Al+3].[Cl-].[Cl-].[BH4-].[Na+].